From a dataset of Experimental lipophilicity measurements (octanol/water distribution) for 4,200 compounds from AstraZeneca. Regression/Classification. Given a drug SMILES string, predict its absorption, distribution, metabolism, or excretion properties. Task type varies by dataset: regression for continuous measurements (e.g., permeability, clearance, half-life) or binary classification for categorical outcomes (e.g., BBB penetration, CYP inhibition). For this dataset (lipophilicity_astrazeneca), we predict Y. (1) The compound is CCN1CCO[C@@H](CN2CCN(C(=O)Nc3ccc(Cl)c(Cl)c3)CC2)C1. The Y is 2.68 logD. (2) The compound is COc1cccc(Nc2nc(NCC3CCCO3)c3ccccc3n2)c1. The Y is 3.90 logD. (3) The drug is COC(=O)c1ccc(C)c(NS(=O)(=O)c2ccc3c(c2)c(=O)sn3C)c1. The Y is 2.60 logD. (4) The molecule is O=S(=O)(Nc1nccs1)c1cc(Cl)ccc1Cl. The Y is 1.14 logD. (5) The Y is 1.71 logD. The compound is CN1CCN(C(=O)c2cc3ccccc3n2C)CC1. (6) The molecule is c1ccc(N2CC3COc4ccccc4C3=N2)cc1. The Y is 4.28 logD.